From a dataset of Reaction yield outcomes from USPTO patents with 853,638 reactions. Predict the reaction yield, written as a fraction of the theoretical maximum amount of product (1.0 means a 100% yield; for example, 0.34 means a 34% yield). The reactants are [CH3:1][C:2]([C:4]1[C:9]([O:10][CH3:11])=[C:8]2[CH:12]=[CH:13][O:14][C:7]2=[CH:6][C:5]=1[OH:15])=[O:3].Br[CH2:17][C:18]1[CH:23]=[CH:22][C:21]([CH2:24]Br)=[CH:20][CH:19]=1. No catalyst specified. The product is [C:2]([C:4]1[C:5]([O:15][CH2:17][C:18]2[CH:23]=[CH:22][C:21]([CH2:24][O:15][C:5]3[C:4]([C:2](=[O:3])[CH3:1])=[C:9]([O:10][CH3:11])[C:8]4[CH:12]=[CH:13][O:14][C:7]=4[CH:6]=3)=[CH:20][CH:19]=2)=[CH:6][C:7]2[O:14][CH:13]=[CH:12][C:8]=2[C:9]=1[O:10][CH3:11])(=[O:3])[CH3:1]. The yield is 0.0800.